From a dataset of Forward reaction prediction with 1.9M reactions from USPTO patents (1976-2016). Predict the product of the given reaction. (1) Given the reactants [CH2:1]([C:4]1[CH:9]=[CH:8][C:7](Br)=[CH:6][CH:5]=1)[CH2:2][CH3:3].C(=O)([O-])[O-].[K+].[K+].[CH3:17][O:18][C:19]1[CH:24]=[CH:23][C:22](B(O)O)=[CH:21][CH:20]=1.C1(C)C=CC=CC=1, predict the reaction product. The product is: [CH2:1]([C:4]1[CH:9]=[CH:8][C:7]([C:22]2[CH:23]=[CH:24][C:19]([O:18][CH3:17])=[CH:20][CH:21]=2)=[CH:6][CH:5]=1)[CH2:2][CH3:3]. (2) The product is: [Si:11]([O:18][CH2:19][CH:20]1[CH2:24][CH2:23][CH:22]([CH:25]=[O:26])[CH2:21]1)([C:14]([CH3:17])([CH3:16])[CH3:15])([CH3:13])[CH3:12]. Given the reactants C(Cl)(=O)C(Cl)=O.CS(C)=O.[Si:11]([O:18][CH2:19][CH:20]1[CH2:24][CH2:23][CH:22]([CH2:25][OH:26])[CH2:21]1)([C:14]([CH3:17])([CH3:16])[CH3:15])([CH3:13])[CH3:12].C(N(CC)CC)C, predict the reaction product. (3) Given the reactants [Br:1][CH2:2][C:3](Br)=[O:4].[NH2:6][C:7]1[CH:8]=[C:9]2[C:14](=[CH:15][CH:16]=1)[N:13]([CH2:17][CH2:18][CH:19]([CH3:21])[CH3:20])[C:12](=[O:22])[C:11]([C:23]1[NH:24][S:25](=[O:34])(=[O:33])[C:26]3[CH:32]=[CH:31][CH:30]=[CH:29][C:27]=3[N:28]=1)=[C:10]2[OH:35].N1C=CC=CC=1, predict the reaction product. The product is: [Br:1][CH2:2][C:3]([NH:6][C:7]1[CH:8]=[C:9]2[C:14](=[CH:15][CH:16]=1)[N:13]([CH2:17][CH2:18][CH:19]([CH3:21])[CH3:20])[C:12](=[O:22])[C:11]([C:23]1[NH:28][C:27]3[CH:29]=[CH:30][CH:31]=[CH:32][C:26]=3[S:25](=[O:34])(=[O:33])[N:24]=1)=[C:10]2[OH:35])=[O:4]. (4) Given the reactants [CH:1]1([C:4]2[CH:5]=[C:6]([C:22]([OH:24])=O)[C:7](=[O:21])[N:8]([C:11]3[CH:16]=[CH:15][CH:14]=[C:13]([C:17]([F:20])([F:19])[F:18])[CH:12]=3)[C:9]=2[CH3:10])[CH2:3][CH2:2]1.Cl.[CH3:26][S:27]([C:30]1[CH:31]=[CH:32][C:33]([CH2:36][NH2:37])=[N:34][CH:35]=1)(=[O:29])=[O:28].CN(C(ON1N=NC2C=CC=CC1=2)=[N+](C)C)C.F[P-](F)(F)(F)(F)F.CCN(C(C)C)C(C)C, predict the reaction product. The product is: [CH:1]1([C:4]2[CH:5]=[C:6]([C:22]([NH:37][CH2:36][C:33]3[CH:32]=[CH:31][C:30]([S:27]([CH3:26])(=[O:29])=[O:28])=[CH:35][N:34]=3)=[O:24])[C:7](=[O:21])[N:8]([C:11]3[CH:16]=[CH:15][CH:14]=[C:13]([C:17]([F:18])([F:19])[F:20])[CH:12]=3)[C:9]=2[CH3:10])[CH2:3][CH2:2]1. (5) Given the reactants [Cl:1][C:2]1[CH:3]=[C:4]2[C:8](=[CH:9][CH:10]=1)[NH:7][C:6]([C:11](O)=[O:12])=[C:5]2[C:14]1[CH:19]=[CH:18][CH:17]=[CH:16][CH:15]=1.Cl.CN(C)CCCN=C=NCC.O.ON1C2C=CC=CC=2N=N1.[Cl:43][C:44]1[CH:45]=[C:46]([N:50]2[CH2:55][CH2:54][NH:53][CH2:52][CH2:51]2)[CH:47]=[CH:48][CH:49]=1, predict the reaction product. The product is: [Cl:43][C:44]1[CH:45]=[C:46]([N:50]2[CH2:55][CH2:54][N:53]([C:11]([C:6]3[NH:7][C:8]4[C:4]([C:5]=3[C:14]3[CH:19]=[CH:18][CH:17]=[CH:16][CH:15]=3)=[CH:3][C:2]([Cl:1])=[CH:10][CH:9]=4)=[O:12])[CH2:52][CH2:51]2)[CH:47]=[CH:48][CH:49]=1. (6) Given the reactants [CH3:1][C:2]1[CH:7]=[C:6]([C:8]([F:11])([F:10])[F:9])[N:5]=[C:4]([C:12](=[C:15]2[NH:19][C:18]3[CH:20]=[CH:21][C:22]([N+:24]([O-])=O)=[CH:23][C:17]=3[NH:16]2)[C:13]#[N:14])[N:3]=1, predict the reaction product. The product is: [NH2:24][C:22]1[CH:21]=[CH:20][C:18]2[NH:19][C:15](=[C:12]([C:4]3[N:3]=[C:2]([CH3:1])[CH:7]=[C:6]([C:8]([F:11])([F:10])[F:9])[N:5]=3)[C:13]#[N:14])[NH:16][C:17]=2[CH:23]=1.